From a dataset of NCI-60 drug combinations with 297,098 pairs across 59 cell lines. Regression. Given two drug SMILES strings and cell line genomic features, predict the synergy score measuring deviation from expected non-interaction effect. (1) Drug 1: C1CCN(CC1)CCOC2=CC=C(C=C2)C(=O)C3=C(SC4=C3C=CC(=C4)O)C5=CC=C(C=C5)O. Drug 2: CC(CN1CC(=O)NC(=O)C1)N2CC(=O)NC(=O)C2. Cell line: SF-295. Synergy scores: CSS=32.0, Synergy_ZIP=-10.1, Synergy_Bliss=-1.98, Synergy_Loewe=-1.73, Synergy_HSA=-1.85. (2) Drug 1: C1=CN(C(=O)N=C1N)C2C(C(C(O2)CO)O)O.Cl. Drug 2: CN1C(=O)N2C=NC(=C2N=N1)C(=O)N. Cell line: KM12. Synergy scores: CSS=22.7, Synergy_ZIP=-5.92, Synergy_Bliss=-0.480, Synergy_Loewe=0.0492, Synergy_HSA=0.248. (3) Drug 1: C1=CC(=C2C(=C1NCCNCCO)C(=O)C3=C(C=CC(=C3C2=O)O)O)NCCNCCO. Drug 2: CCCS(=O)(=O)NC1=C(C(=C(C=C1)F)C(=O)C2=CNC3=C2C=C(C=N3)C4=CC=C(C=C4)Cl)F. Cell line: CCRF-CEM. Synergy scores: CSS=58.9, Synergy_ZIP=2.67, Synergy_Bliss=2.75, Synergy_Loewe=-32.7, Synergy_HSA=1.79. (4) Drug 1: C1=NNC2=C1C(=O)NC=N2. Drug 2: CCC1(C2=C(COC1=O)C(=O)N3CC4=CC5=C(C=CC(=C5CN(C)C)O)N=C4C3=C2)O.Cl. Cell line: NCI-H322M. Synergy scores: CSS=1.78, Synergy_ZIP=-1.28, Synergy_Bliss=-2.46, Synergy_Loewe=-10.2, Synergy_HSA=-3.62. (5) Drug 1: CC1=CC=C(C=C1)C2=CC(=NN2C3=CC=C(C=C3)S(=O)(=O)N)C(F)(F)F. Drug 2: C1C(C(OC1N2C=NC3=C(N=C(N=C32)Cl)N)CO)O. Cell line: COLO 205. Synergy scores: CSS=36.9, Synergy_ZIP=0.149, Synergy_Bliss=-1.65, Synergy_Loewe=-27.4, Synergy_HSA=-2.77. (6) Drug 1: C1C(C(OC1N2C=C(C(=O)NC2=O)F)CO)O. Drug 2: C1=NC2=C(N=C(N=C2N1C3C(C(C(O3)CO)O)O)F)N. Cell line: RPMI-8226. Synergy scores: CSS=40.5, Synergy_ZIP=1.24, Synergy_Bliss=0.885, Synergy_Loewe=-29.9, Synergy_HSA=-0.406.